From a dataset of Merck oncology drug combination screen with 23,052 pairs across 39 cell lines. Regression. Given two drug SMILES strings and cell line genomic features, predict the synergy score measuring deviation from expected non-interaction effect. (1) Drug 1: NC1(c2ccc(-c3nc4ccn5c(=O)[nH]nc5c4cc3-c3ccccc3)cc2)CCC1. Drug 2: Cn1c(=O)n(-c2ccc(C(C)(C)C#N)cc2)c2c3cc(-c4cnc5ccccc5c4)ccc3ncc21. Cell line: SKMES1. Synergy scores: synergy=34.6. (2) Drug 1: CCC1(O)CC2CN(CCc3c([nH]c4ccccc34)C(C(=O)OC)(c3cc4c(cc3OC)N(C)C3C(O)(C(=O)OC)C(OC(C)=O)C5(CC)C=CCN6CCC43C65)C2)C1. Drug 2: N#Cc1ccc(Cn2cncc2CN2CCN(c3cccc(Cl)c3)C(=O)C2)cc1. Cell line: NCIH460. Synergy scores: synergy=29.7. (3) Drug 1: Nc1ccn(C2OC(CO)C(O)C2(F)F)c(=O)n1. Drug 2: O=C(NOCC(O)CO)c1ccc(F)c(F)c1Nc1ccc(I)cc1F. Cell line: SW837. Synergy scores: synergy=18.4. (4) Drug 1: O=S1(=O)NC2(CN1CC(F)(F)F)C1CCC2Cc2cc(C=CCN3CCC(C(F)(F)F)CC3)ccc2C1. Drug 2: CCc1cnn2c(NCc3ccc[n+]([O-])c3)cc(N3CCCCC3CCO)nc12. Cell line: EFM192B. Synergy scores: synergy=-12.6. (5) Cell line: NCIH23. Synergy scores: synergy=42.7. Drug 2: Cn1c(=O)n(-c2ccc(C(C)(C)C#N)cc2)c2c3cc(-c4cnc5ccccc5c4)ccc3ncc21. Drug 1: NC1(c2ccc(-c3nc4ccn5c(=O)[nH]nc5c4cc3-c3ccccc3)cc2)CCC1. (6) Drug 1: COc1cc(C2c3cc4c(cc3C(OC3OC5COC(C)OC5C(O)C3O)C3COC(=O)C23)OCO4)cc(OC)c1O. Drug 2: COC1=C2CC(C)CC(OC)C(O)C(C)C=C(C)C(OC(N)=O)C(OC)C=CC=C(C)C(=O)NC(=CC1=O)C2=O. Cell line: VCAP. Synergy scores: synergy=7.26.